Dataset: Forward reaction prediction with 1.9M reactions from USPTO patents (1976-2016). Task: Predict the product of the given reaction. (1) Given the reactants C(OC([N:8]1[CH2:13][CH2:12][CH:11]([N:14]2[CH:18]=[C:17]([C:19]3[C:23]4[CH:24]=[N:25][C:26]([NH2:40])=[C:27]([O:28][C@@H:29]([C:31]5[C:36]([Cl:37])=[CH:35][CH:34]=[C:33]([F:38])[C:32]=5[Cl:39])[CH3:30])[C:22]=4[O:21][C:20]=3Br)[CH:16]=[N:15]2)[CH2:10][CH2:9]1)=O)(C)(C)C.[CH3:42][N:43](C=O)C, predict the reaction product. The product is: [NH2:40][C:26]1[N:25]=[CH:24][C:23]2[C:19]([C:17]3[CH:16]=[N:15][N:14]([CH:11]4[CH2:12][CH2:13][NH:8][CH2:9][CH2:10]4)[CH:18]=3)=[C:20]([C:42]#[N:43])[O:21][C:22]=2[C:27]=1[O:28][C@@H:29]([C:31]1[C:36]([Cl:37])=[CH:35][CH:34]=[C:33]([F:38])[C:32]=1[Cl:39])[CH3:30]. (2) The product is: [CH:19]1([NH:18][C:16]([C:11]2[CH:10]=[N:9][N:8]([C:5]3[CH:6]=[CH:7][C:2]([C:38]([O:37][CH2:36][CH3:35])=[O:42])=[CH:3][CH:4]=3)[C:12]=2[CH2:13][CH2:14][CH3:15])=[O:17])[CH2:24][CH2:23][CH2:22][CH2:21][CH2:20]1. Given the reactants Cl[C:2]1[CH:7]=[CH:6][C:5]([N:8]2[C:12]([CH2:13][CH2:14][CH3:15])=[C:11]([C:16]([NH:18][CH:19]3[CH2:24][CH2:23][CH2:22][CH2:21][CH2:20]3)=[O:17])[CH:10]=[N:9]2)=[CH:4][CH:3]=1.CCN(C(C)C)C(C)C.O1C[CH2:38][O:37][CH2:36][CH2:35]1.C([OH:42])C, predict the reaction product. (3) Given the reactants C([O:8][C:9]1[C:14]([C:15]2[C:20]3[N:21]([CH2:33][C@H:34]4[CH2:39][CH2:38][C@H:37]([CH3:40])[CH2:36][CH2:35]4)[C:22]([N:24]4[CH2:29][CH2:28][O:27][C@@H:26]5[CH2:30][CH2:31][CH2:32][C@@H:25]45)=[N:23][C:19]=3[CH:18]=[C:17]([C:41]3[NH:45][C:44](=[O:46])[O:43][N:42]=3)[N:16]=2)=[CH:13][C:12]([Cl:47])=[CH:11][N:10]=1)C1C=CC=CC=1.[SiH](CC)(CC)CC, predict the reaction product. The product is: [Cl:47][C:12]1[CH:13]=[C:14]([C:15]2[C:20]3[N:21]([CH2:33][C@H:34]4[CH2:35][CH2:36][C@H:37]([CH3:40])[CH2:38][CH2:39]4)[C:22]([N:24]4[CH2:29][CH2:28][O:27][C@@H:26]5[CH2:30][CH2:31][CH2:32][C@@H:25]45)=[N:23][C:19]=3[CH:18]=[C:17]([C:41]3[NH:45][C:44](=[O:46])[O:43][N:42]=3)[N:16]=2)[C:9](=[O:8])[NH:10][CH:11]=1. (4) Given the reactants [CH2:1]([O:8][C:9]1[CH:14]=[CH:13][C:12]([C:15](=[O:18])[CH2:16]Cl)=[CH:11][C:10]=1[F:19])[C:2]1[CH:7]=[CH:6][CH:5]=[CH:4][CH:3]=1.Cl.Cl.[CH3:22][O:23][C:24]1[N:29]=[CH:28][C:27]([C:30]2([OH:36])[CH2:35][CH2:34][NH:33][CH2:32][CH2:31]2)=[CH:26][CH:25]=1, predict the reaction product. The product is: [CH2:1]([O:8][C:9]1[CH:14]=[CH:13][C:12]([C:15](=[O:18])[CH2:16][N:33]2[CH2:34][CH2:35][C:30]([OH:36])([C:27]3[CH:28]=[N:29][C:24]([O:23][CH3:22])=[CH:25][CH:26]=3)[CH2:31][CH2:32]2)=[CH:11][C:10]=1[F:19])[C:2]1[CH:7]=[CH:6][CH:5]=[CH:4][CH:3]=1. (5) The product is: [Br:1][C:2]1[CH:3]=[CH:4][C:5]([C@@H:8]2[CH2:9][C@H:10]([OH:12])[CH2:11]2)=[CH:6][CH:7]=1. Given the reactants [Br:1][C:2]1[CH:7]=[CH:6][C:5]([CH:8]2[CH2:11][C:10](=[O:12])[CH2:9]2)=[CH:4][CH:3]=1.O.[Cl-].[NH4+].Cl, predict the reaction product. (6) Given the reactants [CH2:1]([O:8][C:9]1[CH:17]=[C:16]([O:18][CH2:19][C:20]2[CH:25]=[CH:24][CH:23]=[CH:22][CH:21]=2)[C:15]([CH:26]([CH3:28])[CH3:27])=[CH:14][C:10]=1[C:11](O)=[O:12])[C:2]1[CH:7]=[CH:6][CH:5]=[CH:4][CH:3]=1.ON1[C:34]2[CH:35]=[CH:36][CH:37]=C[C:33]=2[N:32]=[N:31]1.NN1CCCCC1.Cl.C(N=C=NCCCN(C)C)C.C(N(CC)CC)C, predict the reaction product. The product is: [CH2:1]([O:8][C:9]1[CH:17]=[C:16]([O:18][CH2:19][C:20]2[CH:21]=[CH:22][CH:23]=[CH:24][CH:25]=2)[C:15]([CH:26]([CH3:28])[CH3:27])=[CH:14][C:10]=1[C:11]([NH:31][N:32]1[CH2:37][CH2:36][CH2:35][CH2:34][CH2:33]1)=[O:12])[C:2]1[CH:3]=[CH:4][CH:5]=[CH:6][CH:7]=1. (7) Given the reactants C(N1C=CN=C1)(N1C=CN=C1)=O.[F:13][C:14]1[CH:15]=[N:16][C:17]([O:23][C:24]2[CH:29]=[CH:28][CH:27]=[C:26]([S:30][CH3:31])[CH:25]=2)=[C:18]([CH:22]=1)[C:19]([OH:21])=O.[NH2:32][CH:33]1[CH2:37][CH2:36][N:35]([C:38](=[O:40])[CH3:39])[CH2:34]1, predict the reaction product. The product is: [C:38]([N:35]1[CH2:36][CH2:37][CH:33]([NH:32][C:19](=[O:21])[C:18]2[CH:22]=[C:14]([F:13])[CH:15]=[N:16][C:17]=2[O:23][C:24]2[CH:29]=[CH:28][CH:27]=[C:26]([S:30][CH3:31])[CH:25]=2)[CH2:34]1)(=[O:40])[CH3:39].